From a dataset of NCI-60 drug combinations with 297,098 pairs across 59 cell lines. Regression. Given two drug SMILES strings and cell line genomic features, predict the synergy score measuring deviation from expected non-interaction effect. (1) Drug 1: C1=NC2=C(N=C(N=C2N1C3C(C(C(O3)CO)O)O)F)N. Drug 2: CC(C)(C#N)C1=CC(=CC(=C1)CN2C=NC=N2)C(C)(C)C#N. Cell line: EKVX. Synergy scores: CSS=-0.193, Synergy_ZIP=2.31, Synergy_Bliss=1.06, Synergy_Loewe=-3.14, Synergy_HSA=-2.62. (2) Drug 1: C1C(C(OC1N2C=C(C(=O)NC2=O)F)CO)O. Drug 2: CC(C)CN1C=NC2=C1C3=CC=CC=C3N=C2N. Cell line: HOP-62. Synergy scores: CSS=35.6, Synergy_ZIP=-10.3, Synergy_Bliss=-2.74, Synergy_Loewe=-17.5, Synergy_HSA=-0.699. (3) Drug 1: CCC(=C(C1=CC=CC=C1)C2=CC=C(C=C2)OCCN(C)C)C3=CC=CC=C3.C(C(=O)O)C(CC(=O)O)(C(=O)O)O. Cell line: TK-10. Synergy scores: CSS=24.7, Synergy_ZIP=13.0, Synergy_Bliss=14.5, Synergy_Loewe=-3.43, Synergy_HSA=3.76. Drug 2: CC1=C2C(C(=O)C3(C(CC4C(C3C(C(C2(C)C)(CC1OC(=O)C(C(C5=CC=CC=C5)NC(=O)C6=CC=CC=C6)O)O)OC(=O)C7=CC=CC=C7)(CO4)OC(=O)C)O)C)OC(=O)C. (4) Drug 1: COC1=CC(=CC(=C1O)OC)C2C3C(COC3=O)C(C4=CC5=C(C=C24)OCO5)OC6C(C(C7C(O6)COC(O7)C8=CC=CS8)O)O. Drug 2: CS(=O)(=O)OCCCCOS(=O)(=O)C. Cell line: NCI-H226. Synergy scores: CSS=22.2, Synergy_ZIP=-6.69, Synergy_Bliss=0.0779, Synergy_Loewe=-9.53, Synergy_HSA=1.30. (5) Drug 1: C1=CC=C(C=C1)NC(=O)CCCCCCC(=O)NO. Drug 2: CC(C)NC(=O)C1=CC=C(C=C1)CNNC.Cl. Cell line: HCC-2998. Synergy scores: CSS=5.89, Synergy_ZIP=-2.58, Synergy_Bliss=0.998, Synergy_Loewe=-15.2, Synergy_HSA=-3.65. (6) Cell line: HS 578T. Drug 1: CC=C1C(=O)NC(C(=O)OC2CC(=O)NC(C(=O)NC(CSSCCC=C2)C(=O)N1)C(C)C)C(C)C. Drug 2: CN(C(=O)NC(C=O)C(C(C(CO)O)O)O)N=O. Synergy scores: CSS=59.7, Synergy_ZIP=-1.20, Synergy_Bliss=-2.16, Synergy_Loewe=-24.7, Synergy_HSA=-0.765. (7) Drug 1: CC1C(C(=O)NC(C(=O)N2CCCC2C(=O)N(CC(=O)N(C(C(=O)O1)C(C)C)C)C)C(C)C)NC(=O)C3=C4C(=C(C=C3)C)OC5=C(C(=O)C(=C(C5=N4)C(=O)NC6C(OC(=O)C(N(C(=O)CN(C(=O)C7CCCN7C(=O)C(NC6=O)C(C)C)C)C)C(C)C)C)N)C. Drug 2: C1C(C(OC1N2C=C(C(=O)NC2=O)F)CO)O. Cell line: OVCAR-5. Synergy scores: CSS=40.0, Synergy_ZIP=-8.03, Synergy_Bliss=-8.94, Synergy_Loewe=-4.85, Synergy_HSA=-1.91.